Task: Predict the reaction yield, written as a fraction of the theoretical maximum amount of product (1.0 means a 100% yield; for example, 0.34 means a 34% yield).. Dataset: Reaction yield outcomes from USPTO patents with 853,638 reactions (1) The reactants are CC([O-])(C)C.[K+].[C:7]([CH2:9][C:10]([NH2:12])=[O:11])#[N:8].[CH3:13][C:14](=O)/[CH:15]=[CH:16]/[CH2:17][CH3:18].N#N.O=O. The catalyst is CC#N.Cl. The product is [CH2:14]([C:15]1[NH:12][C:10](=[O:11])[C:9]([C:7]#[N:8])=[C:17]([CH3:18])[CH:16]=1)[CH3:13]. The yield is 0.210. (2) The reactants are [CH:1]1[C:13]2[N:12]([CH:14]3[C:23]4[C:18](=[CH:19][CH:20]=[CH:21][CH:22]=4)[N:17]([C:24](=[O:35])[C:25]4[CH:30]=[CH:29][C:28]([O:31][CH3:32])=[C:27]([O:33][CH3:34])[CH:26]=4)[CH:16]([CH2:36][CH2:37][CH2:38][CH2:39][C:40](O)=[O:41])[CH2:15]3)C3C(=CC=CC=3)[C:5]=2[CH:4]=[CH:3][CH:2]=1.[CH2:43]([NH2:46])[CH2:44][CH3:45]. No catalyst specified. The product is [CH:1]1[C:13]2[N:12]([CH:14]3[C:23]4[C:18](=[CH:19][CH:20]=[CH:21][CH:22]=4)[N:17]([C:24](=[O:35])[C:25]4[CH:30]=[CH:29][C:28]([O:31][CH3:32])=[C:27]([O:33][CH3:34])[CH:26]=4)[CH:16]([CH2:36][CH2:37][CH2:38][CH2:39][C:40]([NH:46][CH2:43][CH2:44][CH3:45])=[O:41])[CH2:15]3)[C:13]3[C:5](=[CH:4][CH:3]=[CH:2][CH:1]=3)[C:5]=2[CH:4]=[CH:3][CH:2]=1. The yield is 0.930. (3) The reactants are [NH2:1][C:2]1[CH:10]=[C:9]([O:11][CH3:12])[CH:8]=[C:7]([O:13][CH3:14])[C:3]=1[C:4]([NH2:6])=[O:5].[CH3:15][C:16]1[CH:17]=[C:18]([CH:21]=[C:22]([CH3:32])[C:23]=1[O:24][CH2:25][C:26]1[CH:31]=[CH:30][CH:29]=[CH:28][CH:27]=1)[CH:19]=O.S([O-])(O)=O.[Na+].C1(C)C=CC(S(O)(=O)=O)=CC=1. The catalyst is CN(C)C(=O)C.O. The product is [CH2:25]([O:24][C:23]1[C:16]([CH3:15])=[CH:17][C:18]([C:19]2[NH:6][C:4](=[O:5])[C:3]3[C:2](=[CH:10][C:9]([O:11][CH3:12])=[CH:8][C:7]=3[O:13][CH3:14])[N:1]=2)=[CH:21][C:22]=1[CH3:32])[C:26]1[CH:27]=[CH:28][CH:29]=[CH:30][CH:31]=1. The yield is 0.790. (4) The reactants are Br[C:2]1[CH:7]=[CH:6][N:5]=[C:4]2[N:8]([CH3:13])[CH:9]=[C:10]([CH:11]=[O:12])[C:3]=12.[C:14]1([C:20]#[CH:21])[CH:19]=[CH:18][CH:17]=[CH:16][CH:15]=1.[F-].C([N+](CCCC)(CCCC)CCCC)CCC. The catalyst is O.[Pd](Cl)Cl.C1(P(C2C=CC=CC=2)C2C=CC=CC=2)C=CC=CC=1.C1(P(C2C=CC=CC=2)C2C=CC=CC=2)C=CC=CC=1. The product is [CH3:13][N:8]1[C:4]2=[N:5][CH:6]=[CH:7][C:2]([C:21]#[C:20][C:14]3[CH:19]=[CH:18][CH:17]=[CH:16][CH:15]=3)=[C:3]2[C:10]([CH:11]=[O:12])=[CH:9]1. The yield is 0.720. (5) The catalyst is CS(C)=O. The product is [F:14][C:12]1[C:11]([N+:15]([O-:17])=[O:16])=[CH:10][C:9]([O:18][CH3:19])=[C:8]([N:4]2[CH:5]=[N:6][C:2]([CH3:1])=[N:3]2)[CH:13]=1. The yield is 0.180. The reactants are [CH3:1][C:2]1[N:6]=[CH:5][NH:4][N:3]=1.F[C:8]1[CH:13]=[C:12]([F:14])[C:11]([N+:15]([O-:17])=[O:16])=[CH:10][C:9]=1[O:18][CH3:19].C(=O)([O-])[O-].[K+].[K+].O. (6) The reactants are [OH:1][C:2]([C:11]1[CH:20]=[CH:19][C:18]2[C:17]([NH2:21])=[C:16]([C:22]([C:28]([F:31])([F:30])[F:29])([OH:27])[C:23]([F:26])([F:25])[F:24])[CH:15]=[CH:14][C:13]=2[C:12]=1[NH2:32])([C:7]([F:10])([F:9])[F:8])[C:3]([F:6])([F:5])[F:4].N1C=C[CH:36]=[CH:35][CH:34]=1.[O:39]1[CH2:43][CH2:42][CH2:41][CH2:40]1.[C:44](Cl)(=[O:51])[C:45]1[CH:50]=[CH:49][CH:48]=[CH:47][CH:46]=1. The catalyst is O. The product is [OH:27][C:22]([C:16]1[CH:15]=[CH:14][C:13]2[C:18](=[CH:19][CH:20]=[C:11]([C:2]([C:3]([F:6])([F:5])[F:4])([OH:1])[C:7]([F:10])([F:9])[F:8])[C:12]=2[NH:32][C:43](=[O:39])[C:42]2[CH:36]=[CH:35][CH:34]=[CH:40][CH:41]=2)[C:17]=1[NH:21][C:44](=[O:51])[C:45]1[CH:50]=[CH:49][CH:48]=[CH:47][CH:46]=1)([C:28]([F:29])([F:30])[F:31])[C:23]([F:25])([F:26])[F:24]. The yield is 0.290. (7) The reactants are [CH:1]1([C:6]([C:8]2[CH:13]=[C:12]([CH3:14])[CH:11]=[CH:10][C:9]=2[NH:15][C:16]([NH:18][C:19]2[S:20][CH:21]=[C:22]([CH2:24][CH:25]=O)[N:23]=2)=[O:17])=[O:7])[CH2:5][CH2:4][CH2:3][CH2:2]1.[C:27]([CH:32]=P(C1C=CC=CC=1)(C1C=CC=CC=1)C1C=CC=CC=1)([O:29][CH2:30][CH3:31])=[O:28]. No catalyst specified. The product is [CH2:30]([O:29][C:27](=[O:28])[CH:32]=[CH:25][CH2:24][C:22]1[N:23]=[C:19]([NH:18][C:16]([NH:15][C:9]2[CH:10]=[CH:11][C:12]([CH3:14])=[CH:13][C:8]=2[C:6]([CH:1]2[CH2:5][CH2:4][CH2:3][CH2:2]2)=[O:7])=[O:17])[S:20][CH:21]=1)[CH3:31]. The yield is 0.420. (8) The reactants are Br[C:2]1[C:10]2[C:6](=[CH:7][N:8]([CH3:11])[N:9]=2)[CH:5]=[CH:4][CH:3]=1.[CH3:12][C:13]1[CH:18]=[C:17]([CH3:19])[CH:16]=[C:15]([CH3:20])[C:14]=1B(O)O.OP([O-])([O-])=O.[K+].[K+]. The catalyst is C1C=CC([P]([Pd]([P](C2C=CC=CC=2)(C2C=CC=CC=2)C2C=CC=CC=2)([P](C2C=CC=CC=2)(C2C=CC=CC=2)C2C=CC=CC=2)[P](C2C=CC=CC=2)(C2C=CC=CC=2)C2C=CC=CC=2)(C2C=CC=CC=2)C2C=CC=CC=2)=CC=1.CN(C=O)C. The product is [CH3:11][N:8]1[CH:7]=[C:6]2[C:10]([C:2]([C:14]3[C:15]([CH3:20])=[CH:16][C:17]([CH3:19])=[CH:18][C:13]=3[CH3:12])=[CH:3][CH:4]=[CH:5]2)=[N:9]1. The yield is 0.330. (9) The reactants are F.F.F.C(N(CC)CC)C.C(N(CC)CC)C.[Si]([O:35][CH2:36][C@H:37]1[O:41][C@@H:40]([N:42]2[CH:49]=[C:48]([CH3:50])[C:46](=[O:47])[NH:45][C:43]2=[O:44])[C@H:39]([O:51][CH2:52][CH2:53][O:54][N:55]([CH3:57])[CH3:56])[C@@H:38]1[OH:58])(C(C)(C)C)(C1C=CC=CC=1)C1C=CC=CC=1.CO. The catalyst is C1COCC1.C(Cl)Cl. The product is [CH3:56][N:55]([CH3:57])[O:54][CH2:53][CH2:52][O:51][C@@H:39]1[C@H:38]([OH:58])[C@@H:37]([CH2:36][OH:35])[O:41][C@H:40]1[N:42]1[CH:49]=[C:48]([CH3:50])[C:46](=[O:47])[NH:45][C:43]1=[O:44]. The yield is 0.925. (10) The reactants are Br[C:2]1[CH:7]=[CH:6][C:5]([CH3:8])=[CH:4][CH:3]=1.Cl[C:10]1[C:15]2[N:16]=[CH:17][O:18][C:14]=2[CH:13]=[CH:12][CH:11]=1. The catalyst is C1COCC1.[Cl-].[Zn+2].[Cl-].[Pd].C1C=CC([P]([Pd]([P](C2C=CC=CC=2)(C2C=CC=CC=2)C2C=CC=CC=2)([P](C2C=CC=CC=2)(C2C=CC=CC=2)C2C=CC=CC=2)[P](C2C=CC=CC=2)(C2C=CC=CC=2)C2C=CC=CC=2)(C2C=CC=CC=2)C2C=CC=CC=2)=CC=1. The product is [C:5]1([CH3:8])[CH:6]=[CH:7][C:2]([C:10]2[C:15]3[N:16]=[CH:17][O:18][C:14]=3[CH:13]=[CH:12][CH:11]=2)=[CH:3][CH:4]=1. The yield is 0.910.